Dataset: Full USPTO retrosynthesis dataset with 1.9M reactions from patents (1976-2016). Task: Predict the reactants needed to synthesize the given product. (1) The reactants are: C[O:2][C:3]([C:5]1[CH:6]=[N:7][C:8]2[C:13]([C:14]=1[O:15][CH3:16])=[CH:12][C:11](I)=[CH:10][CH:9]=2)=[O:4].[OH-].[Na+].[C:20](O)(=[O:22])C. Given the product [CH:20]([C:11]1[CH:12]=[C:13]2[C:8](=[CH:9][CH:10]=1)[N:7]=[CH:6][C:5]([C:3]([OH:2])=[O:4])=[C:14]2[O:15][CH3:16])=[O:22], predict the reactants needed to synthesize it. (2) Given the product [CH3:26][C@@H:23]([CH2:24][CH3:25])[C@H:22]([NH:27][C:28](=[O:36])[CH2:29][C:30]1[CH:35]=[CH:34][CH:33]=[CH:32][CH:31]=1)[C:21]([NH:20][CH2:19][C:18]([N:14]1[C:15]2[C:11](=[CH:10][C:9]([NH:8][C:6](=[O:7])[O:5][C:1]([CH3:3])([CH3:4])[CH3:2])=[CH:17][CH:16]=2)[CH2:12][C@H:13]1[C:39](=[O:41])[NH:48][CH2:47][C:46]1[N:42]=[N:43][NH:44][N:45]=1)=[O:38])=[O:37], predict the reactants needed to synthesize it. The reactants are: [C:1]([O:5][C:6]([NH:8][C:9]1[CH:10]=[C:11]2[C:15](=[CH:16][CH:17]=1)[N:14]([C:18](=[O:38])[CH2:19][NH:20][C:21](=[O:37])[C@@H:22]([NH:27][C:28](=[O:36])[CH2:29][C:30]1[CH:35]=[CH:34][CH:33]=[CH:32][CH:31]=1)[C@@H:23]([CH3:26])[CH2:24][CH3:25])[C@H:13]([C:39]([OH:41])=O)[CH2:12]2)=[O:7])([CH3:4])([CH3:3])[CH3:2].[N:42]1[NH:43][N:44]=[N:45][C:46]=1[CH2:47][NH2:48].Cl. (3) Given the product [CH3:52][O:51][C:49](=[O:50])[NH:48][C@@H:44]([C:43]([N:39]1[CH2:40][CH2:41][CH2:42][CH:38]1[C:35]1[NH:34][C:33]([C:30]2[CH:29]=[CH:28][C:27]([C:24]3[CH:25]=[CH:26][C:21]([C:18]4[NH:17][C:16]([CH2:15][N:11]5[CH2:12][CH2:13][CH2:14][CH:9]([NH2:8])[C:10]5=[O:54])=[N:20][CH:19]=4)=[CH:22][CH:23]=3)=[CH:32][CH:31]=2)=[CH:37][N:36]=1)=[O:53])[CH:45]([CH3:47])[CH3:46], predict the reactants needed to synthesize it. The reactants are: Cl.C(OC(=O)[NH:8][C@@H:9]1[CH2:14][CH2:13][CH2:12][N:11]([CH2:15][C:16]2[NH:17][C:18]([C:21]3[CH:26]=[CH:25][C:24]([C:27]4[CH:32]=[CH:31][C:30]([C:33]5[NH:34][C:35]([CH:38]6[CH2:42][CH2:41][CH2:40][N:39]6[C:43](=[O:53])[CH:44]([NH:48][C:49]([O:51][CH3:52])=[O:50])[CH:45]([CH3:47])[CH3:46])=[N:36][CH:37]=5)=[CH:29][CH:28]=4)=[CH:23][CH:22]=3)=[CH:19][N:20]=2)[C:10]1=[O:54])(C)(C)C. (4) Given the product [N:17]1[C:18]2[C:23](=[CH:22][CH:21]=[CH:20][CH:19]=2)[CH:24]=[C:15]([CH2:14][S:11]([CH2:10][C@@H:9]([N:8]([OH:29])[CH:6]=[O:5])[CH2:25][O:26][CH3:27])(=[O:13])=[O:12])[CH:16]=1, predict the reactants needed to synthesize it. The reactants are: C([O:5][C:6]([NH:8][C@@H:9]([CH2:25][O:26][CH3:27])[CH2:10][S:11]([CH2:14][C:15]1[CH:16]=[N:17][C:18]2[C:23]([CH:24]=1)=[CH:22][CH:21]=[CH:20][CH:19]=2)(=[O:13])=[O:12])=O)(C)(C)C.Cl.[O:29]1CCOCC1. (5) Given the product [OH:36][C@@:29]1([C:27]#[C:28][C:2]2[CH:3]=[C:4]([N:8]3[C:16]4[C:11](=[CH:12][C:13]([CH2:17][N:18]5[CH2:19][CH2:20][CH2:21][CH2:22]5)=[CH:14][CH:15]=4)[C:10]([C:23]([O:25][CH3:26])=[O:24])=[N:9]3)[CH:5]=[CH:6][CH:7]=2)[CH2:33][CH2:32][N:31]([CH3:34])[C:30]1=[O:35], predict the reactants needed to synthesize it. The reactants are: Br[C:2]1[CH:3]=[C:4]([N:8]2[C:16]3[C:11](=[CH:12][C:13]([CH2:17][N:18]4[CH2:22][CH2:21][CH2:20][CH2:19]4)=[CH:14][CH:15]=3)[C:10]([C:23]([O:25][CH3:26])=[O:24])=[N:9]2)[CH:5]=[CH:6][CH:7]=1.[C:27]([C@:29]1([OH:36])[CH2:33][CH2:32][N:31]([CH3:34])[C:30]1=[O:35])#[CH:28]. (6) Given the product [CH:16]1([C:14]2[NH:13][N:12]=[C:11]([NH:10][C:6]3[N:5]=[C:4]([NH:19][C@H:20]([C:22]4[CH:23]=[CH:24][C:25]([F:28])=[CH:26][CH:27]=4)[CH3:21])[C:3]([CH2:2][NH:1][C:29](=[O:31])[CH3:30])=[CH:8][C:7]=3[F:9])[CH:15]=2)[CH2:18][CH2:17]1, predict the reactants needed to synthesize it. The reactants are: [NH2:1][CH2:2][C:3]1[C:4]([NH:19][C@H:20]([C:22]2[CH:27]=[CH:26][C:25]([F:28])=[CH:24][CH:23]=2)[CH3:21])=[N:5][C:6]([NH:10][C:11]2[CH:15]=[C:14]([CH:16]3[CH2:18][CH2:17]3)[NH:13][N:12]=2)=[C:7]([F:9])[CH:8]=1.[C:29](O)(=[O:31])[CH3:30]. (7) Given the product [F:21][C:2]([F:1])([C:8]1[CH:13]=[CH:12][C:11]([F:14])=[CH:10][C:9]=1[O:15][CH2:16][C:17]([F:18])([F:20])[F:19])[C:3]([OH:5])=[O:4], predict the reactants needed to synthesize it. The reactants are: [F:1][C:2]([F:21])([C:8]1[CH:13]=[CH:12][C:11]([F:14])=[CH:10][C:9]=1[O:15][CH2:16][C:17]([F:20])([F:19])[F:18])[C:3]([O:5]CC)=[O:4].CO.O.[OH-].[Li+]. (8) Given the product [Cl:1][C:2]1[CH:3]=[C:4]([CH:18]=[CH:19][C:20]=1[Cl:21])[CH2:5][N:6]1[C:14]2[C:9](=[CH:10][CH:11]=[CH:12][CH:13]=2)[CH:8]=[C:7]1[C:15]([NH:31][S:28]([C:22]1[CH:27]=[CH:26][CH:25]=[CH:24][CH:23]=1)(=[O:30])=[O:29])=[O:17], predict the reactants needed to synthesize it. The reactants are: [Cl:1][C:2]1[CH:3]=[C:4]([CH:18]=[CH:19][C:20]=1[Cl:21])[CH2:5][N:6]1[C:14]2[C:9](=[CH:10][CH:11]=[CH:12][CH:13]=2)[CH:8]=[C:7]1[C:15]([OH:17])=O.[C:22]1([S:28]([NH2:31])(=[O:30])=[O:29])[CH:27]=[CH:26][CH:25]=[CH:24][CH:23]=1.CN(C1C=CC=CN=1)C.Cl.